From a dataset of Forward reaction prediction with 1.9M reactions from USPTO patents (1976-2016). Predict the product of the given reaction. (1) Given the reactants [C:1]1([NH:7][NH:8][C:9](=[O:17])[CH2:10][C:11]2[CH:16]=[CH:15][N:14]=[CH:13][CH:12]=2)[CH:6]=[CH:5][CH:4]=[CH:3][CH:2]=1.[H-].[Ca+2].[H-].[CH3:21]N(C)C=O, predict the reaction product. The product is: [C:1]1([N:7]2[CH:21]=[C:10]([C:11]3[CH:12]=[CH:13][N:14]=[CH:15][CH:16]=3)[C:9](=[O:17])[NH:8]2)[CH:6]=[CH:5][CH:4]=[CH:3][CH:2]=1. (2) Given the reactants [CH2:1]([N:5]1[C:13]2[C:12](=[O:14])[NH:11][C:10](=[O:15])[N:9]([CH3:16])[C:8]=2[N:7]=[C:6]1Cl)[C:2]#[C:3][CH3:4].[C:18]([O:22][C:23]([N:25]1[CH2:30][CH2:29][NH:28][CH2:27][CH2:26]1)=[O:24])([CH3:21])([CH3:20])[CH3:19], predict the reaction product. The product is: [C:18]([O:22][C:23]([N:25]1[CH2:30][CH2:29][N:28]([C:6]2[N:5]([CH2:1][C:2]#[C:3][CH3:4])[C:13]3[C:12](=[O:14])[NH:11][C:10](=[O:15])[N:9]([CH3:16])[C:8]=3[N:7]=2)[CH2:27][CH2:26]1)=[O:24])([CH3:21])([CH3:19])[CH3:20]. (3) Given the reactants [CH2:1]([NH:8][C:9]1[C:10]([C:19]([O:21][CH2:22][CH3:23])=[O:20])=[CH:11][N:12]([CH3:18])[C:13](=[O:17])[C:14]=1[CH:15]=O)[C:2]1[CH:7]=[CH:6][CH:5]=[CH:4][CH:3]=1.[NH2:24]O.C(=O)([O-])O.[Na+], predict the reaction product. The product is: [CH2:1]([NH:8][C:9]1[C:10]([C:19]([O:21][CH2:22][CH3:23])=[O:20])=[CH:11][N:12]([CH3:18])[C:13](=[O:17])[C:14]=1[C:15]#[N:24])[C:2]1[CH:7]=[CH:6][CH:5]=[CH:4][CH:3]=1.